This data is from Full USPTO retrosynthesis dataset with 1.9M reactions from patents (1976-2016). The task is: Predict the reactants needed to synthesize the given product. (1) Given the product [CH2:46]([O:48][C:49](=[O:53])[CH2:50][CH2:51][NH:52][C:5](=[O:7])[C:4]1[CH:8]=[CH:9][C:10]([OH:11])=[C:2]([F:1])[CH:3]=1)[CH3:47], predict the reactants needed to synthesize it. The reactants are: [F:1][C:2]1[CH:3]=[C:4]([CH:8]=[CH:9][C:10]=1[OH:11])[C:5]([OH:7])=O.C1CN([P+](ON2N=NC3C=CC=CC2=3)(N2CCCC2)N2CCCC2)CC1.F[P-](F)(F)(F)(F)F.Cl.[CH2:46]([O:48][C:49](=[O:53])[CH2:50][CH2:51][NH2:52])[CH3:47].C(N(C(C)C)C(C)C)C.[Cl-].[NH4+]. (2) Given the product [N+:1]([C:4]1[CH:5]=[C:6]2[C:11](=[CH:12][CH:13]=1)[N+:10]([O-:22])=[CH:9][CH:8]=[CH:7]2)([O-:3])=[O:2], predict the reactants needed to synthesize it. The reactants are: [N+:1]([C:4]1[CH:5]=[C:6]2[C:11](=[CH:12][CH:13]=1)[N:10]=[CH:9][CH:8]=[CH:7]2)([O-:3])=[O:2].C1C=C(Cl)C=C(C(OO)=[O:22])C=1. (3) Given the product [CH3:1][O:2][C:3]1[CH:4]=[C:5]([C:11]2[C:20]3[C:15](=[CH:16][CH:17]=[C:18]([C:21]4[CH:22]=[CH:23][C:24]([C:27]([NH2:28])=[O:30])=[N:25][CH:26]=4)[CH:19]=3)[N:14]=[CH:13][N:12]=2)[CH:6]=[CH:7][C:8]=1[O:9][CH3:10], predict the reactants needed to synthesize it. The reactants are: [CH3:1][O:2][C:3]1[CH:4]=[C:5]([C:11]2[C:20]3[C:15](=[CH:16][CH:17]=[C:18]([C:21]4[CH:22]=[CH:23][C:24]([C:27]#[N:28])=[N:25][CH:26]=4)[CH:19]=3)[N:14]=[CH:13][N:12]=2)[CH:6]=[CH:7][C:8]=1[O:9][CH3:10].[Li+].[OH-:30].Cl. (4) The reactants are: [CH3:1][O:2][C:3]1[CH:4]=[CH:5][C:6]2[C:10]([O:11][C:12]3[CH:17]=[CH:16][C:15](/[CH:18]=[CH:19]/[C:20](=[O:22])[CH3:21])=[CH:14][CH:13]=3)=[CH:9][S:8][C:7]=2[CH:23]=1.I[C:25]1[CH:30]=[CH:29][CH:28]=[CH:27][C:26]=1[CH:31]([CH3:33])[CH3:32].CC(C)(C)C(O)=O.C(=O)([O-])[O-].[K+].[K+]. Given the product [CH:31]([C:26]1[CH:27]=[CH:28][CH:29]=[CH:30][C:25]=1[C:9]1[S:8][C:7]2[CH:23]=[C:3]([O:2][CH3:1])[CH:4]=[CH:5][C:6]=2[C:10]=1[O:11][C:12]1[CH:13]=[CH:14][C:15](/[CH:18]=[CH:19]/[C:20](=[O:22])[CH3:21])=[CH:16][CH:17]=1)([CH3:33])[CH3:32], predict the reactants needed to synthesize it. (5) Given the product [Cl:49][C:50]1[CH:55]=[C:54]([Cl:56])[CH:53]=[CH:52][C:51]=1[CH2:57][NH:58][C:13]([CH:11]1[CH2:12][N:8]([C:5]2[N:6]=[CH:7][C:2]([F:1])=[CH:3][N:4]=2)[C:9](=[O:17])[N:10]1[CH3:16])=[O:15], predict the reactants needed to synthesize it. The reactants are: [F:1][C:2]1[CH:3]=[N:4][C:5]([N:8]2[CH2:12][CH:11]([C:13]([OH:15])=O)[N:10]([CH3:16])[C:9]2=[O:17])=[N:6][CH:7]=1.C(N1CCOCC1)C.O.ON1C2C=CC=CC=2N=N1.Cl.C(N=C=NCCCN(C)C)C.[Cl:49][C:50]1[CH:55]=[C:54]([Cl:56])[CH:53]=[CH:52][C:51]=1[CH2:57][NH2:58]. (6) Given the product [NH2:15][C@H:13]1[CH2:14][N:8]([CH2:1][C:2]2[CH:7]=[CH:6][CH:5]=[CH:4][CH:3]=2)[CH2:9][CH2:10][N:11]([CH2:27][C:28]2[CH:33]=[CH:32][CH:31]=[CH:30][CH:29]=2)[C:12]1=[O:26], predict the reactants needed to synthesize it. The reactants are: [CH2:1]([N:8]1[CH2:14][C@H:13]([NH:15]C(=O)OCC2C=CC=CC=2)[C:12](=[O:26])[N:11]([CH2:27][C:28]2[CH:33]=[CH:32][CH:31]=[CH:30][CH:29]=2)[CH2:10][CH2:9]1)[C:2]1[CH:7]=[CH:6][CH:5]=[CH:4][CH:3]=1.Br. (7) Given the product [Cl-:1].[O:17]1[CH:18]=[CH:19][C:15]([C:8]2[CH:9]=[C:10]([C:11]([F:14])([F:13])[F:12])[C:5]3[N:6]([CH:20]=[C:3]([CH2:2][N:28]4[CH2:32][CH:31]=[C:30]([C:33]5[S:34][CH:35]=[CH:36][N:37]=5)[CH2:29]4)[N:4]=3)[CH:7]=2)=[CH:16]1, predict the reactants needed to synthesize it. The reactants are: [Cl:1][CH2:2][C:3]1[N:4]=[C:5]2[C:10]([C:11]([F:14])([F:13])[F:12])=[CH:9][C:8]([C:15]3[CH:19]=[CH:18][O:17][CH:16]=3)=[CH:7][N:6]2[CH:20]=1.FC(F)(F)C(O)=O.[NH:28]1[CH2:32][CH2:31][CH:30]([C:33]2[S:34][CH:35]=[CH:36][N:37]=2)[CH2:29]1.C(=O)([O-])[O-].[K+].[K+]. (8) The reactants are: [C:1]([CH2:4][N:5]([CH2:10][CH2:11][N:12]([CH2:26][C:27]([OH:29])=[O:28])[CH2:13][CH2:14][N:15]([CH2:20][C:21]([O:23][CH2:24][CH3:25])=[O:22])[CH2:16][C:17]([OH:19])=[O:18])[CH2:6][C:7]([OH:9])=O)([OH:3])=[O:2].N1C=CC=CC=1. Given the product [O:9]=[C:7]1[CH2:6][N:5]([CH2:10][CH2:11][N:12]([CH2:13][CH2:14][N:15]([CH2:20][C:21]([O:23][CH2:24][CH3:25])=[O:22])[CH2:16][C:17]([OH:19])=[O:18])[CH2:26][C:27]([OH:29])=[O:28])[CH2:4][C:1](=[O:2])[O:3]1, predict the reactants needed to synthesize it. (9) Given the product [CH2:1]([C:4]1[N:8]([CH2:9][C:10]2[CH:15]=[CH:14][C:13]([C:16]3[C:17]([C:22]([OH:36])=[O:23])=[CH:18][CH:19]=[CH:20][CH:21]=3)=[CH:12][CH:11]=2)[C:7]2[CH:24]=[C:25]([C:29]3[N:30]=[CH:31][N:32]([CH3:34])[CH:33]=3)[CH:26]=[C:27]([CH3:28])[C:6]=2[N:5]=1)[CH2:2][CH3:3], predict the reactants needed to synthesize it. The reactants are: [CH2:1]([C:4]1[N:8]([CH2:9][C:10]2[CH:15]=[CH:14][C:13]([C:16]3[CH:21]=[CH:20][CH:19]=[CH:18][C:17]=3[CH2:22][OH:23])=[CH:12][CH:11]=2)[C:7]2[CH:24]=[C:25]([C:29]3[N:30]=[CH:31][N:32]([CH3:34])[CH:33]=3)[CH:26]=[C:27]([CH3:28])[C:6]=2[N:5]=1)[CH2:2][CH3:3].[Mn]([O-])(=O)(=O)=[O:36].[K+].